Dataset: Full USPTO retrosynthesis dataset with 1.9M reactions from patents (1976-2016). Task: Predict the reactants needed to synthesize the given product. (1) Given the product [Br:7][C:5]1[S:4][C:3]([C:8]([O:10][CH3:11])=[O:9])=[C:2]([NH:1][C:28]([CH:33]2[CH2:34][C:30]([OH:29])([C:42]3[CH:47]=[CH:46][CH:45]=[CH:44][CH:43]=3)[CH2:31][N:32]2[C:35]([O:37][C:38]([CH3:41])([CH3:40])[CH3:39])=[O:36])=[O:27])[CH:6]=1, predict the reactants needed to synthesize it. The reactants are: [NH2:1][C:2]1[CH:6]=[C:5]([Br:7])[S:4][C:3]=1[C:8]([O:10][CH3:11])=[O:9].C[Si](C)(C)[N-][Si](C)(C)C.[Li+].O1CCCC1.[O:27]=[C:28]1[C@H:33]2[CH2:34][C@:30]([C:42]3[CH:47]=[CH:46][CH:45]=[CH:44][CH:43]=3)([CH2:31][N:32]2[C:35]([O:37][C:38]([CH3:41])([CH3:40])[CH3:39])=[O:36])[O:29]1.Cl. (2) Given the product [CH:6]([C:5]1[CH:8]=[CH:9][C:2]([C:16]#[N:17])=[CH:3][C:4]=1[O:10][C:11]([F:14])([F:13])[F:12])=[O:7], predict the reactants needed to synthesize it. The reactants are: Br[C:2]1[CH:9]=[CH:8][C:5]([CH:6]=[O:7])=[C:4]([O:10][C:11]([F:14])([F:13])[F:12])[CH:3]=1.O.[CH3:16][N:17](C=O)C. (3) Given the product [ClH:1].[ClH:1].[C:15]1([C:21]2[O:22][CH:23]=[C:24]([C:26]([N:28]3[CH2:33][CH2:32][NH:31][CH2:30][CH:29]3[CH2:41][O:42][C:43]3[CH:44]=[N:45][CH:46]=[CH:47][CH:48]=3)=[O:27])[N:25]=2)[CH:16]=[CH:17][CH:18]=[CH:19][CH:20]=1, predict the reactants needed to synthesize it. The reactants are: [ClH:1].O1CCOCC1.OC(C(F)(F)F)=O.[C:15]1([C:21]2[O:22][CH:23]=[C:24]([C:26]([N:28]3[CH2:33][CH2:32][N:31](C(OC(C)(C)C)=O)[CH2:30][CH:29]3[CH2:41][O:42][C:43]3[CH:44]=[N:45][CH:46]=[CH:47][CH:48]=3)=[O:27])[N:25]=2)[CH:20]=[CH:19][CH:18]=[CH:17][CH:16]=1. (4) The reactants are: [OH:1][C:2]1[CH:9]=[CH:8][CH:7]=[CH:6][C:3]=1[CH:4]=O.[S:10]1[CH2:16][C:14](=[O:15])[NH:13][C:11]1=S.[NH:17]1[CH2:21][CH2:20][C@@H:19]([OH:22])[CH2:18]1. Given the product [OH:1][C:2]1[CH:9]=[CH:8][CH:7]=[CH:6][C:3]=1/[CH:4]=[C:16]1/[C:14](=[O:15])[N:13]=[C:11]([N:17]2[CH2:21][CH2:20][C@@H:19]([OH:22])[CH2:18]2)[S:10]/1, predict the reactants needed to synthesize it. (5) Given the product [NH2:23][C:13]1[CH:12]=[C:11]([C:6]2[CH:7]=[CH:8][C:9](=[O:10])[N:4]([CH:1]([CH3:2])[CH3:3])[N:5]=2)[C:16]([C:17]2[CH:18]=[CH:19][CH:20]=[CH:21][CH:22]=2)=[N:15][CH:14]=1, predict the reactants needed to synthesize it. The reactants are: [CH:1]([N:4]1[C:9](=[O:10])[CH:8]=[CH:7][C:6]([C:11]2[CH:12]=[C:13]([NH:23]C(=O)OC(C)(C)C)[CH:14]=[N:15][C:16]=2[C:17]2[CH:22]=[CH:21][CH:20]=[CH:19][CH:18]=2)=[N:5]1)([CH3:3])[CH3:2].Cl.CCOC(C)=O.C([O-])(O)=O.[Na+].